This data is from Catalyst prediction with 721,799 reactions and 888 catalyst types from USPTO. The task is: Predict which catalyst facilitates the given reaction. (1) Reactant: [NH2:1][C@H:2]([C:4]1[N:9]([C:10]2[CH:15]=[CH:14][CH:13]=[CH:12][CH:11]=2)[C:8](=[O:16])[C:7]2=[C:17]([CH3:20])[CH:18]=[CH:19][N:6]2[N:5]=1)[CH3:3].[NH2:21][C:22]1[C:27]([C:28]([O:30][C:31]2[CH:36]=[C:35]([NH:37][S:38]([CH3:41])(=[O:40])=[O:39])[CH:34]=[C:33]([OH:42])[CH:32]=2)=[O:29])=[C:26](Cl)[N:25]=[CH:24][N:23]=1.CCN(C(C)C)C(C)C.[F-].[Cs+]. Product: [NH2:21][C:22]1[C:27]([C:28]([O:30][C:31]2[CH:36]=[C:35]([NH:37][S:38]([CH3:41])(=[O:40])=[O:39])[CH:34]=[C:33]([OH:42])[CH:32]=2)=[O:29])=[C:26]([NH:1][C@H:2]([C:4]2[N:9]([C:10]3[CH:15]=[CH:14][CH:13]=[CH:12][CH:11]=3)[C:8](=[O:16])[C:7]3=[C:17]([CH3:20])[CH:18]=[CH:19][N:6]3[N:5]=2)[CH3:3])[N:25]=[CH:24][N:23]=1. The catalyst class is: 107. (2) Reactant: [OH:1]/[CH:2]=[C:3]1/[CH:4]2[CH2:22][C:21]3[C:16](=[CH:17][CH:18]=[CH:19][C:20]=3[C:23]#[C:24][Si](C)(C)C)[CH:5]2[N:6](C(OC(C)(C)C)=O)[C:7]/1=[O:8].O/C=C1/C2CC3C(=CC=CC=3C#C[Si](C)(C)C)C2NC/1=O.FC(F)(F)C(O)=O.[Na]. Product: [C:23]([C:20]1[CH:19]=[CH:18][CH:17]=[C:16]2[C:21]=1[CH2:22][CH:4]1[CH:5]2[NH:6][C:7](=[O:8])/[C:3]/1=[CH:2]\[OH:1])#[CH:24]. The catalyst class is: 4. (3) Reactant: C(Cl)(=O)C(Cl)=O.CS(C)=O.[CH3:11][C:12]1([CH3:30])[C:21]2[C:16](=[CH:17][C:18]([CH:22]([CH2:25][CH2:26][CH2:27][CH2:28][CH3:29])[CH2:23][OH:24])=[CH:19][CH:20]=2)[O:15][CH2:14][CH2:13]1.C(N(CC)CC)C. Product: [CH3:11][C:12]1([CH3:30])[C:21]2[C:16](=[CH:17][C:18]([CH:22]([CH2:25][CH2:26][CH2:27][CH2:28][CH3:29])[CH:23]=[O:24])=[CH:19][CH:20]=2)[O:15][CH2:14][CH2:13]1. The catalyst class is: 4. (4) Reactant: [CH3:1][N:2]([CH:21]([CH3:23])[CH3:22])[C:3]1[CH:20]=[N:19][C:6]2[CH2:7][N:8]([C:12]([O:14][C:15]([CH3:18])([CH3:17])[CH3:16])=[O:13])[CH2:9][CH2:10][O:11][C:5]=2[N:4]=1.[Br:24]N1C(=O)CCC1=O.C(#N)C. Product: [Br:24][C:20]1[C:3]([N:2]([CH3:1])[CH:21]([CH3:23])[CH3:22])=[N:4][C:5]2[O:11][CH2:10][CH2:9][N:8]([C:12]([O:14][C:15]([CH3:18])([CH3:16])[CH3:17])=[O:13])[CH2:7][C:6]=2[N:19]=1. The catalyst class is: 6.